Task: Predict the reaction yield, written as a fraction of the theoretical maximum amount of product (1.0 means a 100% yield; for example, 0.34 means a 34% yield).. Dataset: Reaction yield outcomes from USPTO patents with 853,638 reactions The reactants are [NH:1]1[C:5]2[CH:6]=[CH:7][CH:8]=[C:9]([N:10]3[C:14]4=[N:15][CH:16]=[N:17][C:18]([NH:19][NH2:20])=[C:13]4[CH:12]=[N:11]3)[C:4]=2[N:3]=[CH:2]1.[CH:21](=O)[C:22]1[CH:27]=[CH:26][N:25]=[CH:24][CH:23]=1.COC1N=C(N2C3=NC=NC(NN=CC4C=CN=CC=4)=C3C=N2)C=CC=1. No catalyst specified. The product is [NH:1]1[C:5]2[CH:6]=[CH:7][CH:8]=[C:9]([N:10]3[C:14]4=[N:15][CH:16]=[N:17][C:18]([NH:19][N:20]=[CH:21][C:22]5[CH:27]=[CH:26][N:25]=[CH:24][CH:23]=5)=[C:13]4[CH:12]=[N:11]3)[C:4]=2[N:3]=[CH:2]1. The yield is 0.600.